Dataset: Catalyst prediction with 721,799 reactions and 888 catalyst types from USPTO. Task: Predict which catalyst facilitates the given reaction. (1) The catalyst class is: 15. Product: [Br:12][C:8]1[CH:7]=[CH:6][C:5]2[NH:1][S:2](=[O:10])(=[O:11])[CH2:3][C:4]=2[CH:9]=1. Reactant: [NH:1]1[C:5]2[CH:6]=[CH:7][CH:8]=[CH:9][C:4]=2[CH2:3][S:2]1(=[O:11])=[O:10].[Br:12]Br. (2) Reactant: [NH2:1][C:2]([CH3:31])([CH3:30])[C:3]#[C:4][C:5]1[CH:10]=[CH:9][C:8]([C:11]([C:13]2[N:21]3[C:16]([CH:17]=[C:18]([C:22]([O:24][CH:25]([CH3:27])[CH3:26])=[O:23])[CH:19]=[CH:20]3)=[CH:15][C:14]=2[CH2:28][CH3:29])=[O:12])=[CH:7][CH:6]=1.[C:32]1(=O)[CH2:36][CH2:35][CH2:34][CH2:33]1.CC(O)=O.[BH-](OC(C)=O)(OC(C)=O)OC(C)=O.[Na+].C([O-])(O)=O.[Na+]. Product: [CH:32]1([NH:1][C:2]([CH3:31])([CH3:30])[C:3]#[C:4][C:5]2[CH:6]=[CH:7][C:8]([C:11]([C:13]3[N:21]4[C:16]([CH:17]=[C:18]([C:22]([O:24][CH:25]([CH3:27])[CH3:26])=[O:23])[CH:19]=[CH:20]4)=[CH:15][C:14]=3[CH2:28][CH3:29])=[O:12])=[CH:9][CH:10]=2)[CH2:36][CH2:35][CH2:34][CH2:33]1. The catalyst class is: 26.